From a dataset of Forward reaction prediction with 1.9M reactions from USPTO patents (1976-2016). Predict the product of the given reaction. (1) Given the reactants [CH3:1][C:2]1[C:10]([CH3:12])([CH3:11])[C:9]2[C:4](=[CH:5][CH:6]=[CH:7][CH:8]=2)[N:3]=1.[Br:13][CH:14]([CH3:28])[CH2:15][CH2:16][CH2:17][CH2:18][CH2:19][CH2:20][CH2:21][CH2:22][C:23]([O:25][CH2:26][CH3:27])=[O:24], predict the reaction product. The product is: [Br-:13].[CH2:26]([O:25][C:23](=[O:24])[CH2:22][CH2:21][CH2:20][CH2:19][CH2:18][CH2:17][CH2:16][CH2:15][CH2:14][CH2:28][N+:3]1[C:4]2[C:9](=[CH:8][CH:7]=[CH:6][CH:5]=2)[C:10]([CH3:12])([CH3:11])[C:2]=1[CH3:1])[CH3:27]. (2) Given the reactants [C:1]([C:3]1[N:8]=[C:7]([CH2:9][CH2:10][CH2:11][CH2:12][C:13]([O:15][CH2:16][CH2:17][Si:18]([CH3:21])([CH3:20])[CH3:19])=[O:14])[CH:6]=[CH:5][CH:4]=1)#[N:2].[C:22](OC)(=[O:30])[C:23]1[C:24](=[CH:26][CH:27]=[CH:28][CH:29]=1)[SH:25].C(N(CC)CC)C, predict the reaction product. The product is: [O:30]=[C:22]1[C:23]2[CH:29]=[CH:28][CH:27]=[CH:26][C:24]=2[S:25][C:1]([C:3]2[N:8]=[C:7]([CH2:9][CH2:10][CH2:11][CH2:12][C:13]([O:15][CH2:16][CH2:17][Si:18]([CH3:20])([CH3:19])[CH3:21])=[O:14])[CH:6]=[CH:5][CH:4]=2)=[N:2]1. (3) Given the reactants [NH2:1][C:2]1[C:10]2[C:5](=[N:6][C:7]([CH3:14])=[C:8]([CH2:12][CH3:13])[C:9]=2[CH3:11])[S:4][C:3]=1[C:15]([OH:17])=O.N=C=N.[C:21]1([C:27]2NN=[N:29][N:28]=2)[CH:26]=[CH:25][CH:24]=[CH:23][CH:22]=1, predict the reaction product. The product is: [CH2:12]([C:8]1[C:9]([CH3:11])=[C:10]2[C:2]([NH2:1])=[C:3]([C:15]3[O:17][C:27]([C:21]4[CH:26]=[CH:25][CH:24]=[CH:23][CH:22]=4)=[N:28][N:29]=3)[S:4][C:5]2=[N:6][C:7]=1[CH3:14])[CH3:13]. (4) Given the reactants [C:1]([N:8]=[N+]=[N-])(=[O:7])[O:2][C:3]([CH3:6])([CH3:5])[CH3:4].[C:11]1([P:17]([C:24]2[CH:29]=[CH:28][CH:27]=[CH:26][CH:25]=2)[C:18]2[CH:23]=[CH:22][CH:21]=[CH:20][CH:19]=2)[CH:16]=[CH:15][CH:14]=[CH:13][CH:12]=1, predict the reaction product. The product is: [C:24]1([P:17]([C:11]2[CH:12]=[CH:13][CH:14]=[CH:15][CH:16]=2)([C:18]2[CH:23]=[CH:22][CH:21]=[CH:20][CH:19]=2)=[N:8][C:1]([O:2][C:3]([CH3:6])([CH3:5])[CH3:4])=[O:7])[CH:25]=[CH:26][CH:27]=[CH:28][CH:29]=1.